This data is from Catalyst prediction with 721,799 reactions and 888 catalyst types from USPTO. The task is: Predict which catalyst facilitates the given reaction. (1) Reactant: [CH3:1][O:2][C:3]1[CH:12]=[C:11]2[C:6]([CH:7]=[CH:8][C:9](=[O:13])[NH:10]2)=[N:5][CH:4]=1.[H-].[Na+].[CH2:16](I)[CH:17]=[CH2:18]. Product: [CH3:1][O:2][C:3]1[CH:12]=[C:11]2[C:6]([CH:7]=[CH:8][C:9](=[O:13])[N:10]2[CH2:18][CH:17]=[CH2:16])=[N:5][CH:4]=1. The catalyst class is: 18. (2) Product: [Br:1][C:15]1[C:16]([O:20][CH3:21])=[CH:17][C:18]([NH2:19])=[C:13]([Cl:12])[CH:14]=1. The catalyst class is: 84. Reactant: [Br:1]N1C(C)(C)C(=O)N(Br)C1=O.[Cl:12][C:13]1[C:18]([NH2:19])=[CH:17][C:16]([O:20][CH3:21])=[CH:15][CH:14]=1.C(=O)([O-])[O-].[K+].[K+].